From a dataset of Forward reaction prediction with 1.9M reactions from USPTO patents (1976-2016). Predict the product of the given reaction. (1) The product is: [CH2:1]([O:8][N:9]1[C:15](=[O:16])[N:14]2[CH2:17][C@H:10]1[CH2:11][CH2:12][C@H:13]2[C:18]([NH:22][NH:21][C:23]([C@H:25]1[CH2:29][CH2:28][C:27](=[O:30])[N:26]1[C:31]([O:33][C:34]([CH3:37])([CH3:36])[CH3:35])=[O:32])=[O:24])=[O:20])[C:2]1[CH:3]=[CH:4][CH:5]=[CH:6][CH:7]=1. Given the reactants [CH2:1]([O:8][N:9]1[C:15](=[O:16])[N:14]2[CH2:17][C@H:10]1[CH2:11][CH2:12][C@H:13]2[C:18]([OH:20])=O)[C:2]1[CH:7]=[CH:6][CH:5]=[CH:4][CH:3]=1.[NH:21]([C:23]([C@H:25]1[CH2:29][CH2:28][C:27](=[O:30])[N:26]1[C:31]([O:33][C:34]([CH3:37])([CH3:36])[CH3:35])=[O:32])=[O:24])[NH2:22], predict the reaction product. (2) The product is: [CH3:31][C:32]([CH3:36])([CH2:35][N:20]1[C:21]2[C:17](=[CH:16][C:15]([S:12]([N:7]3[CH2:11][CH2:10][CH2:9][CH2:8]3)(=[O:13])=[O:14])=[CH:23][CH:22]=2)[C:18]2([O:29][CH2:28][CH2:27][CH2:26][O:25]2)[C:19]1=[O:24])[C:33]#[N:34]. Given the reactants CC(C)([O-])C.[K+].[N:7]1([S:12]([C:15]2[CH:16]=[C:17]3[C:21](=[CH:22][CH:23]=2)[NH:20][C:19](=[O:24])[C:18]23[O:29][CH2:28][CH2:27][CH2:26][O:25]2)(=[O:14])=[O:13])[CH2:11][CH2:10][CH2:9][CH2:8]1.Cl[CH2:31][C:32]([CH3:36])([CH3:35])[C:33]#[N:34].O, predict the reaction product. (3) Given the reactants Cl[C:2]1[CH:7]=[C:6]([O:8][CH2:9][C:10]([F:13])([F:12])[F:11])[C:5]([Cl:14])=[CH:4][N:3]=1.[C:15]([Zn]C#N)#[N:16].CCCCCCC.C(OCC)(=O)C, predict the reaction product. The product is: [Cl:14][C:5]1[C:6]([O:8][CH2:9][C:10]([F:13])([F:12])[F:11])=[CH:7][C:2]([C:15]#[N:16])=[N:3][CH:4]=1.